This data is from Reaction yield outcomes from USPTO patents with 853,638 reactions. The task is: Predict the reaction yield, written as a fraction of the theoretical maximum amount of product (1.0 means a 100% yield; for example, 0.34 means a 34% yield). (1) The reactants are [Br:1]Br.C1(P(C2C=CC=CC=2)C2C=CC=CC=2)C=CC=CC=1.[CH3:22][O:23][CH2:24][C:25]1[CH:26]=[C:27]([C:31]2[O:35][CH:34]=[N:33][C:32]=2[CH2:36]O)[CH:28]=[CH:29][CH:30]=1. The catalyst is C(Cl)Cl. The product is [Br:1][CH2:36][C:32]1[N:33]=[CH:34][O:35][C:31]=1[C:27]1[CH:28]=[CH:29][CH:30]=[C:25]([CH2:24][O:23][CH3:22])[CH:26]=1. The yield is 0.270. (2) The reactants are CC1C=CC(S(O[CH2:12][C@@H:13]2[C@@H:18]([OH:19])[C@H:17]([OH:20])[C@@H:16]([OH:21])[C@H:15]([C:22]3[CH:27]=[CH:26][C:25]([Cl:28])=[C:24]([CH2:29][C:30]4[S:31][C:32]([C:35]5[O:36][CH:37]=[CH:38][CH:39]=5)=[CH:33][N:34]=4)[CH:23]=3)[O:14]2)(=O)=O)=CC=1.[NH:40]1[CH:44]=[N:43][N:42]=[N:41]1.C(N(CC)CC)C. The catalyst is CN(C=O)C. The product is [N:40]1[N:41]([CH2:12][C@@H:13]2[C@@H:18]([OH:19])[C@H:17]([OH:20])[C@@H:16]([OH:21])[C@H:15]([C:22]3[CH:27]=[CH:26][C:25]([Cl:28])=[C:24]([CH2:29][C:30]4[S:31][C:32]([C:35]5[O:36][CH:37]=[CH:38][CH:39]=5)=[CH:33][N:34]=4)[CH:23]=3)[O:14]2)[N:42]=[N:43][CH:44]=1. The yield is 0.240. (3) The reactants are [NH2:1][C@:2]12[CH2:38][CH2:37][C@@H:36]([C:39]([CH3:41])=[CH2:40])[C@@H:3]1[C@@H:4]1[C@@:17]([CH3:20])([CH2:18][CH2:19]2)[C@@:16]2([CH3:21])[C@@H:7]([C@:8]3([CH3:35])[C@@H:13]([CH2:14][CH2:15]2)[C:12]([CH3:23])([CH3:22])[C:11]([C:24]2[CH:33]=[CH:32][C:27]([C:28]([O:30][CH3:31])=[O:29])=[C:26]([F:34])[CH:25]=2)=[CH:10][CH2:9]3)[CH2:6][CH2:5]1.C(N(CC)CC)C.[C:49](O[C:49]([O:51][C:52]([CH3:55])([CH3:54])[CH3:53])=[O:50])([O:51][C:52]([CH3:55])([CH3:54])[CH3:53])=[O:50]. The catalyst is C1COCC1. The product is [C:52]([O:51][C:49]([NH:1][C@:2]12[CH2:38][CH2:37][C@@H:36]([C:39]([CH3:41])=[CH2:40])[C@@H:3]1[C@@H:4]1[C@@:17]([CH3:20])([CH2:18][CH2:19]2)[C@@:16]2([CH3:21])[C@@H:7]([C@:8]3([CH3:35])[C@@H:13]([CH2:14][CH2:15]2)[C:12]([CH3:22])([CH3:23])[C:11]([C:24]2[CH:33]=[CH:32][C:27]([C:28]([O:30][CH3:31])=[O:29])=[C:26]([F:34])[CH:25]=2)=[CH:10][CH2:9]3)[CH2:6][CH2:5]1)=[O:50])([CH3:55])([CH3:54])[CH3:53]. The yield is 1.00. (4) The reactants are [N+:1]([C:4]1[CH:5]=[N:6][CH:7]=[CH:8][C:9]=1[NH:10][CH2:11][C:12]1([C:18]2[CH:23]=[CH:22][C:21]([O:24][CH2:25][CH2:26][CH2:27][N:28]3[CH2:32][CH2:31][CH2:30][CH2:29]3)=[CH:20][CH:19]=2)[CH2:17][CH2:16][O:15][CH2:14][CH2:13]1)([O-])=O. The catalyst is C(O)C.[Pd]. The product is [N:28]1([CH2:27][CH2:26][CH2:25][O:24][C:21]2[CH:22]=[CH:23][C:18]([C:12]3([CH2:11][NH:10][C:9]4[CH:8]=[CH:7][N:6]=[CH:5][C:4]=4[NH2:1])[CH2:17][CH2:16][O:15][CH2:14][CH2:13]3)=[CH:19][CH:20]=2)[CH2:32][CH2:31][CH2:30][CH2:29]1. The yield is 0.360. (5) The reactants are Cl.[NH2:2][C@@H:3]1[C:11]2[C:6](=[C:7]([C:12]3[S:16][C:15]([C:17]4[CH:18]=[CH:19][C:20]([O:25][CH:26]([CH3:28])[CH3:27])=[C:21]([CH:24]=4)[C:22]#[N:23])=[N:14][N:13]=3)[CH:8]=[CH:9][CH:10]=2)[CH2:5][CH2:4]1.Cl[C:30]([O:32][CH3:33])=[O:31]. The catalyst is C(Cl)Cl. The product is [C:22]([C:21]1[CH:24]=[C:17]([C:15]2[S:16][C:12]([C:7]3[CH:8]=[CH:9][CH:10]=[C:11]4[C:6]=3[CH2:5][CH2:4][C@@H:3]4[NH:2][C:30](=[O:31])[O:32][CH3:33])=[N:13][N:14]=2)[CH:18]=[CH:19][C:20]=1[O:25][CH:26]([CH3:28])[CH3:27])#[N:23]. The yield is 0.920. (6) The yield is 0.888. The catalyst is C(#N)C. The product is [Br:14][CH2:15][CH2:16][CH2:17][O:1][C:2]1[CH:11]=[CH:10][C:5]([C:6]([O:8][CH3:9])=[O:7])=[CH:4][C:3]=1[O:12][CH3:13]. The reactants are [OH:1][C:2]1[CH:11]=[CH:10][C:5]([C:6]([O:8][CH3:9])=[O:7])=[CH:4][C:3]=1[O:12][CH3:13].[Br:14][CH2:15][CH2:16][CH2:17]Br.C(=O)([O-])[O-].[K+].[K+]. (7) The reactants are [C:1]([N:5]1[CH2:10][CH2:9][N:8]([C:11]([O-:13])=[O:12])[CH2:7][CH2:6]1)([CH3:4])([CH3:3])C.FC(F)(F)S(OC1C=[CH:22][CH:23]=[C:24]2C=1[N:28]=[CH:27][CH:26]=[CH:25]2)(=O)=O.[C:32]([O-])([O-])=O.[Cs+].[Cs+].[CH2:38]1[CH2:42]OC[CH2:39]1. The catalyst is CCOCC.CC([O-])=O.CC([O-])=O.[Pd+2].C1C=CC(P(C2C(C3C(P(C4C=CC=CC=4)C4C=CC=CC=4)=CC=C4C=3C=CC=C4)=C3C(C=CC=C3)=CC=2)C2C=CC=CC=2)=CC=1. The product is [N:28]1[C:3]2[C:24](=[CH:23][CH:22]=[CH:4][C:1]=2[N:5]2[CH2:6][CH2:7][N:8]([C:11]([O:13][C:38]([CH3:39])([CH3:42])[CH3:32])=[O:12])[CH2:9][CH2:10]2)[CH:25]=[CH:26][CH:27]=1. The yield is 0.740. (8) The reactants are [Cl:1][C:2]1[N:3]=[C:4]([N:13]2[CH2:18][CH2:17][O:16][CH2:15][CH2:14]2)[C:5]2[S:10][C:9]([CH:11]=O)=[CH:8][C:6]=2[N:7]=1.[NH:19]1[CH2:22][CH:21]([N:23]2[CH2:28][CH2:27][CH:26]([OH:29])[CH2:25][CH2:24]2)[CH2:20]1.C(O[BH-](OC(=O)C)OC(=O)C)(=O)C.[Na+]. The catalyst is ClCCCl. The product is [Cl:1][C:2]1[N:3]=[C:4]([N:13]2[CH2:18][CH2:17][O:16][CH2:15][CH2:14]2)[C:5]2[S:10][C:9]([CH2:11][N:19]3[CH2:22][CH:21]([N:23]4[CH2:28][CH2:27][CH:26]([OH:29])[CH2:25][CH2:24]4)[CH2:20]3)=[CH:8][C:6]=2[N:7]=1. The yield is 0.750. (9) The reactants are CS(C)=O.C(Cl)(=O)C(Cl)=O.[CH3:11][O:12][C:13]1[CH:18]=[CH:17][C:16]([C:19]2[N:20]=[C:21]([CH2:24][CH2:25][CH2:26][CH2:27][CH2:28][CH2:29][CH2:30][OH:31])[S:22][CH:23]=2)=[CH:15][CH:14]=1.C(N(CC)CC)C. The catalyst is C(Cl)Cl.C(OCC)(=O)C. The product is [CH3:11][O:12][C:13]1[CH:14]=[CH:15][C:16]([C:19]2[N:20]=[C:21]([CH2:24][CH2:25][CH2:26][CH2:27][CH2:28][CH2:29][CH:30]=[O:31])[S:22][CH:23]=2)=[CH:17][CH:18]=1. The yield is 0.990. (10) The catalyst is CN(C=O)C. The product is [CH3:1][O:2][C:3]1[CH:4]=[C:5]2[C:10](=[CH:11][C:12]=1[O:13][CH3:14])[N:9]=[CH:8][CH:7]=[C:6]2[O:15][C:16]1[N:17]=[CH:18][C:19]([NH2:22])=[CH:20][CH:21]=1. The yield is 0.981. The reactants are [CH3:1][O:2][C:3]1[CH:4]=[C:5]2[C:10](=[CH:11][C:12]=1[O:13][CH3:14])[N:9]=[CH:8][CH:7]=[C:6]2[O:15][C:16]1[CH:21]=[CH:20][C:19]([N+:22]([O-])=O)=[CH:18][N:17]=1.C1COCC1.CO.